From a dataset of Full USPTO retrosynthesis dataset with 1.9M reactions from patents (1976-2016). Predict the reactants needed to synthesize the given product. (1) Given the product [Br:1][C:2]1[CH:3]=[C:4]([CH2:7][NH:13][CH2:9][CH:10]([CH3:12])[CH3:11])[S:5][CH:6]=1, predict the reactants needed to synthesize it. The reactants are: [Br:1][C:2]1[CH:3]=[C:4]([CH:7]=O)[S:5][CH:6]=1.[CH2:9]([NH2:13])[CH:10]([CH3:12])[CH3:11].[BH4-].[Na+]. (2) Given the product [ClH:1].[Cl:1][C:2]1[CH:9]=[C:8]([Cl:10])[CH:7]=[CH:6][C:3]=1[CH:4]=[N:15][NH:14][C:11]([NH2:13])=[NH:12], predict the reactants needed to synthesize it. The reactants are: [Cl:1][C:2]1[CH:9]=[C:8]([Cl:10])[CH:7]=[CH:6][C:3]=1[CH:4]=O.[C:11]([NH:14][NH2:15])([NH2:13])=[NH:12].Cl. (3) Given the product [CH2:44]([O:46][C:47]([CH:49]1[CH2:54][CH2:53][N:52]([C:55]([O:57][C:58]([CH3:61])([CH3:60])[CH3:59])=[O:56])[CH2:51][CH:50]1[NH:17][C@@H:10]([C:11]1[CH:12]=[CH:13][CH:14]=[CH:15][CH:16]=1)[CH3:1])=[O:48])[CH3:45], predict the reactants needed to synthesize it. The reactants are: [CH:1]12NCC1CCNC2.Cl.[CH2:10]([N:17]1CCC(C(OCC)=O)C(=O)C1)[C:11]1[CH:16]=[CH:15][CH:14]=[CH:13][CH:12]=1.C(OC(OC(C)(C)C)=O)(OC(C)(C)C)=O.[CH2:44]([O:46][C:47]([CH:49]1[CH2:54][CH2:53][N:52]([C:55]([O:57][C:58]([CH3:61])([CH3:60])[CH3:59])=[O:56])[CH2:51][C:50]1=O)=[O:48])[CH3:45].C(O[BH-](OC(=O)C)OC(=O)C)(=O)C.[Na+]. (4) Given the product [Br:14][C:11]1[CH:10]=[CH:9][C:8]([C:6]2[N:26]3[N:25]=[C:24]([C:29]4[CH:34]=[CH:33][N:32]=[CH:31][CH:30]=4)[C:23]([C:19]4[CH:20]=[CH:21][CH:22]=[C:17]([O:16][CH3:15])[CH:18]=4)=[C:3]3[N:2]=[CH:4][CH:5]=2)=[CH:13][CH:12]=1, predict the reactants needed to synthesize it. The reactants are: C[N:2]([CH:4]=[CH:5][C:6]([C:8]1[CH:13]=[CH:12][C:11]([Br:14])=[CH:10][CH:9]=1)=O)[CH3:3].[CH3:15][O:16][C:17]1[CH:18]=[C:19]([C:23]2[C:24]([C:29]3[CH:34]=[CH:33][N:32]=[CH:31][CH:30]=3)=[N:25][NH:26]C=2N)[CH:20]=[CH:21][CH:22]=1. (5) The reactants are: [CH3:1][N:2]([CH3:8])[C:3](=[NH:7])[N:4]([CH3:6])[CH3:5].S(OC)(O[CH3:13])(=O)=O. Given the product [CH3:1][N:2]([CH3:8])[C:3](=[N:7][CH3:13])[N:4]([CH3:6])[CH3:5], predict the reactants needed to synthesize it. (6) Given the product [CH3:20][N:21]([CH3:23])/[CH:22]=[C:4]1\[CH2:5][CH2:6][CH2:7][C:2]([OH:1])([C:9]2[CH:10]=[N:11][CH:12]=[CH:13][CH:14]=2)[C:3]\1=[O:8], predict the reactants needed to synthesize it. The reactants are: [OH:1][C:2]1([C:9]2[CH:10]=[N:11][CH:12]=[CH:13][CH:14]=2)[CH2:7][CH2:6][CH2:5][CH2:4][C:3]1=[O:8].C(O[CH:20](N(C)C)[N:21]([CH3:23])[CH3:22])(C)(C)C. (7) Given the product [Cl:16][C:17]1[CH:22]=[CH:21][C:20]([C:2]2[C:3]([O:9][C:10]3[CH:15]=[CH:14][CH:13]=[CH:12][CH:11]=3)=[N:4][CH:5]=[C:6]([CH3:8])[CH:7]=2)=[CH:19][CH:18]=1, predict the reactants needed to synthesize it. The reactants are: Br[C:2]1[C:3]([O:9][C:10]2[CH:15]=[CH:14][CH:13]=[CH:12][CH:11]=2)=[N:4][CH:5]=[C:6]([CH3:8])[CH:7]=1.[Cl:16][C:17]1[CH:22]=[CH:21][C:20](B(O)O)=[CH:19][CH:18]=1.C(=O)([O-])[O-].[Na+].[Na+]. (8) Given the product [F:1][C:2]1[CH:7]=[CH:6][C:5]([C:8]2([CH:18]([NH:19][S:20]([C:22]([CH3:25])([CH3:24])[CH3:23])=[O:21])[CH:26]=[CH2:27])[CH2:17][CH2:16][C:11]3([O:15][CH2:14][CH2:13][O:12]3)[CH2:10][CH2:9]2)=[CH:4][CH:3]=1, predict the reactants needed to synthesize it. The reactants are: [F:1][C:2]1[CH:7]=[CH:6][C:5]([C:8]2([CH:18]=[N:19][S:20]([C:22]([CH3:25])([CH3:24])[CH3:23])=[O:21])[CH2:17][CH2:16][C:11]3([O:15][CH2:14][CH2:13][O:12]3)[CH2:10][CH2:9]2)=[CH:4][CH:3]=1.[CH:26]([Mg]Br)=[CH2:27].S([O-])([O-])(=O)=O.[Na+].[Na+]. (9) Given the product [NH2:1][C:2]1[C:10]([F:11])=[CH:9][C:8]([C:12]2[CH:13]=[C:14]3[C:20]([C:21]4[CH:26]=[CH:25][CH:24]=[CH:23][C:22]=4[O:27][CH3:28])=[CH:19][NH:18][C:15]3=[N:16][CH:17]=2)=[CH:7][C:3]=1[C:4]([N:47]1[CH2:46][CH2:45][N:44]([CH2:43][CH2:42][N:41]([CH2:39][CH3:40])[CH2:50][CH3:51])[CH2:49][CH2:48]1)=[O:5], predict the reactants needed to synthesize it. The reactants are: [NH2:1][C:2]1[C:10]([F:11])=[CH:9][C:8]([C:12]2[CH:13]=[C:14]3[C:20]([C:21]4[CH:26]=[CH:25][CH:24]=[CH:23][C:22]=4[O:27][CH3:28])=[CH:19][N:18](S(C4C=CC(C)=CC=4)(=O)=O)[C:15]3=[N:16][CH:17]=2)=[CH:7][C:3]=1[C:4](O)=[O:5].[CH2:39]([N:41]([CH2:50][CH3:51])[CH2:42][CH2:43][N:44]1[CH2:49][CH2:48][NH:47][CH2:46][CH2:45]1)[CH3:40].F[P-](F)(F)(F)(F)F.N1(OC(N(C)C)=[N+](C)C)C2N=CC=CC=2N=N1.[OH-].[K+].